Dataset: Catalyst prediction with 721,799 reactions and 888 catalyst types from USPTO. Task: Predict which catalyst facilitates the given reaction. (1) Reactant: [CH3:1][C:2]([Si:5]([C:31]1[CH:36]=[CH:35][CH:34]=[CH:33][CH:32]=1)([C:25]1[CH:30]=[CH:29][CH:28]=[CH:27][CH:26]=1)[O:6][CH2:7][C@@H:8]1[CH2:14][C@@H:13]2[C@@H:11]([CH2:12]2)[CH2:10][N:9]1S(C1C=CC(C)=CC=1)(=O)=O)([CH3:4])[CH3:3].[Mg].[NH4+].[Cl-].C(Cl)Cl. Product: [CH3:4][C:2]([Si:5]([C:31]1[CH:36]=[CH:35][CH:34]=[CH:33][CH:32]=1)([C:25]1[CH:26]=[CH:27][CH:28]=[CH:29][CH:30]=1)[O:6][CH2:7][C@@H:8]1[CH2:14][C@@H:13]2[C@@H:11]([CH2:12]2)[CH2:10][NH:9]1)([CH3:1])[CH3:3]. The catalyst class is: 5. (2) Reactant: Cl[C:2]1[S:3][C:4]2[CH:10]=[C:9]([N+:11]([O-:13])=[O:12])[CH:8]=[CH:7][C:5]=2[N:6]=1.[C:14]([O:18][C:19]([N:21]1[CH2:25][CH2:24][CH:23]([CH2:26][NH2:27])[CH2:22]1)=[O:20])([CH3:17])([CH3:16])[CH3:15].C(N(CC)CC)C.Cl. Product: [C:14]([O:18][C:19]([N:21]1[CH2:25][CH2:24][CH:23]([CH2:26][NH:27][C:2]2[S:3][C:4]3[CH:10]=[C:9]([N+:11]([O-:13])=[O:12])[CH:8]=[CH:7][C:5]=3[N:6]=2)[CH2:22]1)=[O:20])([CH3:17])([CH3:16])[CH3:15]. The catalyst class is: 1. (3) The catalyst class is: 2. Reactant: [C:1]1([C:7](=[N:17][O:18][CH2:19][CH2:20][NH:21]C(=O)OC(C)(C)C)[C:8]2[C:16]3[C:11](=[CH:12][N:13]=[CH:14][CH:15]=3)[NH:10][CH:9]=2)[CH:6]=[CH:5][CH:4]=[CH:3][CH:2]=1.FC(F)(F)C(O)=O. Product: [NH2:21][CH2:20][CH2:19][O:18][N:17]=[C:7]([C:1]1[CH:6]=[CH:5][CH:4]=[CH:3][CH:2]=1)[C:8]1[C:16]2[C:11](=[CH:12][N:13]=[CH:14][CH:15]=2)[NH:10][CH:9]=1. (4) Reactant: [CH2:1]([S:3]([N:6]1[CH2:11][CH2:10][CH:9]([C:12]2[C:20]3[C:15](=[C:16]([C:29]([NH2:31])=[O:30])[CH:17]=[C:18]([C:21]4[CH:25]=[C:24]([CH2:26][NH:27][CH3:28])[S:23][CH:22]=4)[CH:19]=3)[NH:14][CH:13]=2)[CH2:8][CH2:7]1)(=[O:5])=[O:4])[CH3:2].C(N(CC)CC)C.[CH3:39][CH2:40][O:41][C:42](Cl)=[O:43]. Product: [NH2:31][C:29]([C:16]1[CH:17]=[C:18]([C:21]2[CH:25]=[C:24]([CH2:26][N:27]([CH3:28])[C:42](=[O:43])[O:41][CH2:40][CH3:39])[S:23][CH:22]=2)[CH:19]=[C:20]2[C:15]=1[NH:14][CH:13]=[C:12]2[CH:9]1[CH2:10][CH2:11][N:6]([S:3]([CH2:1][CH3:2])(=[O:5])=[O:4])[CH2:7][CH2:8]1)=[O:30]. The catalyst class is: 3.